This data is from Forward reaction prediction with 1.9M reactions from USPTO patents (1976-2016). The task is: Predict the product of the given reaction. (1) The product is: [C:15]([C:14]([C:9]1[CH:10]=[CH:11][C:12](=[O:13])[N:7]([CH:4]([CH3:6])[CH3:5])[N:8]=1)=[C:27]([S:2][CH3:1])[S:28][CH3:30])(=[O:22])[C:16]1[CH:17]=[CH:18][CH:19]=[CH:20][CH:21]=1. Given the reactants [C:1](=S)=[S:2].[CH:4]([N:7]1[C:12](=[O:13])[CH:11]=[CH:10][C:9]([CH2:14][C:15](=[O:22])[C:16]2[CH:21]=[CH:20][CH:19]=[CH:18][CH:17]=2)=[N:8]1)([CH3:6])[CH3:5].[OH-].[Na+].IC.[CH3:27][S:28]([CH3:30])=O, predict the reaction product. (2) Given the reactants [CH2:1]([O:3][C:4]1[CH:5]=[C:6]([O:59][CH:60]([CH3:62])[CH3:61])[C:7]([F:58])=[C:8]([CH:10]([NH:45][C:46]2[CH:51]=[CH:50][C:49]([C:52]3[N:56]=[C:55]([CH3:57])[O:54][N:53]=3)=[CH:48][CH:47]=2)[C:11]2[N:12]([C:26]([C:39]3[CH:44]=[CH:43][CH:42]=[CH:41][CH:40]=3)([C:33]3[CH:38]=[CH:37][CH:36]=[CH:35][CH:34]=3)[C:27]3[CH:32]=[CH:31][CH:30]=[CH:29][CH:28]=3)[CH:13]=[C:14]([C:16]3[CH:21]=[CH:20][CH:19]=[CH:18][C:17]=3[CH:22]([OH:25])[CH2:23][CH3:24])[N:15]=2)[CH:9]=1)[CH3:2].CC(OI1(OC(C)=O)(OC(C)=O)OC(=O)C2C=CC=CC1=2)=O.CCOC(C)=O.[OH-].[Na+], predict the reaction product. The product is: [CH2:1]([O:3][C:4]1[CH:5]=[C:6]([O:59][CH:60]([CH3:62])[CH3:61])[C:7]([F:58])=[C:8]([CH:10]([NH:45][C:46]2[CH:51]=[CH:50][C:49]([C:52]3[N:56]=[C:55]([CH3:57])[O:54][N:53]=3)=[CH:48][CH:47]=2)[C:11]2[N:12]([C:26]([C:33]3[CH:34]=[CH:35][CH:36]=[CH:37][CH:38]=3)([C:27]3[CH:32]=[CH:31][CH:30]=[CH:29][CH:28]=3)[C:39]3[CH:40]=[CH:41][CH:42]=[CH:43][CH:44]=3)[CH:13]=[C:14]([C:16]3[CH:21]=[CH:20][CH:19]=[CH:18][C:17]=3[C:22](=[O:25])[CH2:23][CH3:24])[N:15]=2)[CH:9]=1)[CH3:2]. (3) Given the reactants [CH3:1][O:2][C:3]1[CH:8]=[C:7]([CH3:9])[C:6]([S:10]([N:13]([CH2:15][C:16]2[O:20][CH:19]=[C:18]([C:21](O)=[O:22])[CH:17]=2)[CH3:14])(=[O:12])=[O:11])=[C:5]([CH3:24])[CH:4]=1.C1N=CN(C(N2C=NC=C2)=O)C=1.[NH:37]1[CH2:41][CH2:40][N:39]=[C:38]1[C:42]1[CH:47]=[CH:46][C:45]([CH2:48][CH2:49][NH:50][CH3:51])=[CH:44][CH:43]=1, predict the reaction product. The product is: [NH:39]1[CH2:40][CH2:41][N:37]=[C:38]1[C:42]1[CH:43]=[CH:44][C:45]([CH2:48][CH2:49][N:50]([CH3:51])[C:21]([C:18]2[CH:17]=[C:16]([CH2:15][N:13]([S:10]([C:6]3[C:5]([CH3:24])=[CH:4][C:3]([O:2][CH3:1])=[CH:8][C:7]=3[CH3:9])(=[O:11])=[O:12])[CH3:14])[O:20][CH:19]=2)=[O:22])=[CH:46][CH:47]=1. (4) Given the reactants [N:1]1[CH:6]=[CH:5][CH:4]=[CH:3][CH:2]=1.[Br:7][CH2:8][C:9]([O:11][CH2:12][CH3:13])=[O:10], predict the reaction product. The product is: [Br-:7].[CH2:12]([O:11][C:9]([CH2:8][N+:1]1[CH:6]=[CH:5][CH:4]=[CH:3][CH:2]=1)=[O:10])[CH3:13].